Dataset: Reaction yield outcomes from USPTO patents with 853,638 reactions. Task: Predict the reaction yield, written as a fraction of the theoretical maximum amount of product (1.0 means a 100% yield; for example, 0.34 means a 34% yield). The reactants are Cl.Cl.[NH2:3][CH2:4][C@@:5]1([OH:13])[CH:10]2[CH2:11][CH2:12][N:7]([CH2:8][CH2:9]2)[CH2:6]1.[C:14]([O-])([O-])=[O:15].[Cs+].[Cs+].[N:20]([C:23]1[CH:28]=[C:27](C2C=CC=C(OC)C=2)[N:26]=[CH:25][N:24]=1)=[C:21]=S.C(N=C=NC(C)C)(C)C. The catalyst is CN(C)C=O. The product is [CH3:14][O:15][C:27]1[N:26]=[CH:25][N:24]=[C:23]([NH:20][C:21]2[O:13][C@:5]3([CH2:4][N:3]=2)[CH:10]2[CH2:9][CH2:8][N:7]([CH2:12][CH2:11]2)[CH2:6]3)[CH:28]=1. The yield is 0.500.